Dataset: Full USPTO retrosynthesis dataset with 1.9M reactions from patents (1976-2016). Task: Predict the reactants needed to synthesize the given product. (1) Given the product [CH3:27][O:28][N:29]([CH3:30])[C:19]([C:13]1[C:12]([NH:11][S:8]([C:5]2[CH:6]=[CH:7][C:2]([Cl:1])=[C:3]([C:22]([F:25])([F:23])[F:24])[CH:4]=2)(=[O:10])=[O:9])=[CH:17][C:16]([CH3:18])=[CH:15][N:14]=1)=[O:21], predict the reactants needed to synthesize it. The reactants are: [Cl:1][C:2]1[CH:7]=[CH:6][C:5]([S:8]([NH:11][C:12]2[C:13]([C:19]([OH:21])=O)=[N:14][CH:15]=[C:16]([CH3:18])[CH:17]=2)(=[O:10])=[O:9])=[CH:4][C:3]=1[C:22]([F:25])([F:24])[F:23].Cl.[CH3:27][O:28][NH:29][CH3:30]. (2) Given the product [OH:38][CH2:34][C@@H:25]1[O:24][C:23](=[O:32])[N:22]([C:20]2[CH:19]=[CH:18][C:17]3[N:12]([CH3:11])[C:13](=[O:33])[O:14][CH2:15][C:16]=3[CH:21]=2)[CH2:26]1, predict the reactants needed to synthesize it. The reactants are: C[Si]([N-][Si](C)(C)C)(C)C.[Li+].[CH3:11][N:12]1[C:17]2[CH:18]=[CH:19][C:20]([NH:22][C:23](=[O:32])[O:24][CH2:25][C:26]3C=CC=CC=3)=[CH:21][C:16]=2[CH2:15][O:14][C:13]1=[O:33].[C:34](OC[C@@H]1OC1)(=[O:38])CCC. (3) Given the product [I:1][C:2]1[CH:3]=[C:4]([C:8]2[N:9]=[N:10][N:11]([CH2:13][CH2:14][CH2:15][O:16][S:18]([CH3:17])(=[O:20])=[O:19])[N:12]=2)[CH:5]=[CH:6][CH:7]=1, predict the reactants needed to synthesize it. The reactants are: [I:1][C:2]1[CH:3]=[C:4]([C:8]2[N:9]=[N:10][N:11]([CH2:13][CH2:14][CH2:15][OH:16])[N:12]=2)[CH:5]=[CH:6][CH:7]=1.[CH3:17][S:18](Cl)(=[O:20])=[O:19]. (4) Given the product [CH2:49]([O:51][C:52]([C:54]1[N:55]=[C:56]([CH2:60][CH2:61][O:62][CH3:63])[S:57][C:58]=1[NH:59][C:65]1[CH:66]=[N:67][CH:68]=[CH:69][CH:70]=1)=[O:53])[CH3:50], predict the reactants needed to synthesize it. The reactants are: CC1(C)C2C(=C(P(C3C=CC=CC=3)C3C=CC=CC=3)C=CC=2)OC2C(P(C3C=CC=CC=3)C3C=CC=CC=3)=CC=CC1=2.C(=O)([O-])[O-].[Cs+].[Cs+].[CH2:49]([O:51][C:52]([C:54]1[N:55]=[C:56]([CH2:60][CH2:61][O:62][CH3:63])[S:57][C:58]=1[NH2:59])=[O:53])[CH3:50].Br[C:65]1[CH:66]=[N:67][CH:68]=[CH:69][CH:70]=1. (5) Given the product [C:1]([O:5][C:6](=[O:30])[CH2:7][CH:8]([N:11]1[C:17](=[O:18])[CH2:16][CH2:15][N:14]([C:19](=[O:29])/[CH:20]=[CH:21]/[C:22]2[CH:27]=[CH:26][CH:25]=[C:24]([Cl:28])[CH:23]=2)[CH2:13][CH2:12]1)[CH2:9][O:10][CH3:32])([CH3:4])([CH3:2])[CH3:3], predict the reactants needed to synthesize it. The reactants are: [C:1]([O:5][C:6](=[O:30])[CH2:7][CH:8]([N:11]1[C:17](=[O:18])[CH2:16][CH2:15][N:14]([C:19](=[O:29])/[CH:20]=[CH:21]/[C:22]2[CH:27]=[CH:26][CH:25]=[C:24]([Cl:28])[CH:23]=2)[CH2:13][CH2:12]1)[CH2:9][OH:10])([CH3:4])([CH3:3])[CH3:2].I[CH3:32].[H-].[Na+].OS([O-])(=O)=O.[K+].